The task is: Regression. Given a peptide amino acid sequence and an MHC pseudo amino acid sequence, predict their binding affinity value. This is MHC class I binding data.. This data is from Peptide-MHC class I binding affinity with 185,985 pairs from IEDB/IMGT. (1) The peptide sequence is AEIEDLIFLA. The MHC is HLA-B44:02 with pseudo-sequence HLA-B44:02. The binding affinity (normalized) is 0.486. (2) The peptide sequence is YTVKFPNLI. The MHC is HLA-A01:01 with pseudo-sequence HLA-A01:01. The binding affinity (normalized) is 0.363. (3) The peptide sequence is FHSTKEEFI. The MHC is H-2-Kb with pseudo-sequence H-2-Kb. The binding affinity (normalized) is 0. (4) The peptide sequence is RLRDLLLIVTR. The MHC is HLA-A11:01 with pseudo-sequence HLA-A11:01. The binding affinity (normalized) is 0.131. (5) The peptide sequence is EEFTMVGRR. The MHC is HLA-A69:01 with pseudo-sequence HLA-A69:01. The binding affinity (normalized) is 0.0847.